From a dataset of Full USPTO retrosynthesis dataset with 1.9M reactions from patents (1976-2016). Predict the reactants needed to synthesize the given product. (1) Given the product [C:1]([O:5][C:6]([N:8]1[CH2:13][CH2:12][CH:11]([NH:14][CH2:18][C:17]2[CH:20]=[C:21]([N+:24]([O-:26])=[O:25])[CH:22]=[CH:23][C:16]=2[OH:15])[CH2:10][CH2:9]1)=[O:7])([CH3:4])([CH3:2])[CH3:3], predict the reactants needed to synthesize it. The reactants are: [C:1]([O:5][C:6]([N:8]1[CH2:13][CH2:12][CH:11]([NH2:14])[CH2:10][CH2:9]1)=[O:7])([CH3:4])([CH3:3])[CH3:2].[OH:15][C:16]1[CH:23]=[CH:22][C:21]([N+:24]([O-:26])=[O:25])=[CH:20][C:17]=1[CH:18]=O.[BH4-].[Na+].C(O)(=O)C. (2) Given the product [Cl:1][C:2]1[CH:3]=[C:4]([C:5]2([C:6]#[N:7])[CH2:14][CH2:13][CH2:12]2)[CH:8]=[CH:9][CH:10]=1, predict the reactants needed to synthesize it. The reactants are: [Cl:1][C:2]1[CH:3]=[C:4]([CH:8]=[CH:9][CH:10]=1)[CH2:5][C:6]#[N:7].Br[CH2:12][CH2:13][CH2:14]Br.[H-].[Na+].CC(O)C. (3) Given the product [C:1]([O:4][CH2:5][C@@:6]([NH:27][C:28](=[O:30])[CH3:29])([CH3:26])[CH2:7][CH2:8][C:9]1[N:10]([CH3:25])[C:11]([CH2:14][CH2:15][CH2:16][CH2:17][CH2:18][C:19]2[CH:20]=[CH:21][CH:22]=[CH:23][CH:24]=2)=[CH:12][CH:13]=1)(=[O:3])[CH3:2], predict the reactants needed to synthesize it. The reactants are: [C:1]([O:4][CH2:5][C@@:6]([NH:27][C:28](=[O:30])[CH3:29])([CH3:26])[CH2:7][CH2:8][C:9]1[N:10]([CH3:25])[C:11]([C:14]#[C:15][CH2:16][CH2:17][CH2:18][C:19]2[CH:24]=[CH:23][CH:22]=[CH:21][CH:20]=2)=[CH:12][CH:13]=1)(=[O:3])[CH3:2].